From a dataset of Full USPTO retrosynthesis dataset with 1.9M reactions from patents (1976-2016). Predict the reactants needed to synthesize the given product. (1) Given the product [Cl:1][C:2]1[CH:3]=[C:4]([NH:10][C:11]2[C:12]([NH2:28])=[CH:13][C:14]([CH3:27])=[C:15]([NH:17][C@H:18]([C:20]3[CH:25]=[CH:24][C:23]([F:26])=[CH:22][N:21]=3)[CH3:19])[N:16]=2)[C:5]([O:8][CH3:9])=[N:6][CH:7]=1, predict the reactants needed to synthesize it. The reactants are: [Cl:1][C:2]1[CH:3]=[C:4]([NH:10][C:11]2[N:16]=[C:15]([NH:17][C@H:18]([C:20]3[CH:25]=[CH:24][C:23]([F:26])=[CH:22][N:21]=3)[CH3:19])[C:14]([CH3:27])=[CH:13][C:12]=2[N+:28]([O-])=O)[C:5]([O:8][CH3:9])=[N:6][CH:7]=1. (2) Given the product [CH3:22][C:23]1([CH3:36])[N:28]([C:2]2[CH:3]=[N:4][C:5]3[C:10](=[C:9]([C:12]4[NH:20][C:19]5[CH2:18][CH2:17][NH:16][C:15](=[O:21])[C:14]=5[CH:13]=4)[CH:8]=[CH:7][CH:6]=3)[N:11]=2)[CH2:27][CH2:26][N:25]([C:29]([O:31][C:32]([CH3:35])([CH3:34])[CH3:33])=[O:30])[CH2:24]1, predict the reactants needed to synthesize it. The reactants are: F[C:2]1[CH:3]=[N:4][C:5]2[C:10]([N:11]=1)=[C:9]([C:12]1[NH:20][C:19]3[CH2:18][CH2:17][NH:16][C:15](=[O:21])[C:14]=3[CH:13]=1)[CH:8]=[CH:7][CH:6]=2.[CH3:22][C:23]1([CH3:36])[NH:28][CH2:27][CH2:26][N:25]([C:29]([O:31][C:32]([CH3:35])([CH3:34])[CH3:33])=[O:30])[CH2:24]1. (3) Given the product [CH3:35][O:34][C:24]1[C:22]2[N:23]=[C:19]([C:5]3[NH:4][C:8]4=[N:9][C:10]([N:13]5[CH2:18][CH2:17][O:16][CH2:15][CH2:14]5)=[CH:11][CH:12]=[C:7]4[N:6]=3)[S:20][C:21]=2[C:27]([N:28]2[CH2:33][CH2:32][O:31][CH2:30][CH2:29]2)=[CH:26][CH:25]=1, predict the reactants needed to synthesize it. The reactants are: COC[N:4]1[C:8]2=[N:9][C:10]([N:13]3[CH2:18][CH2:17][O:16][CH2:15][CH2:14]3)=[CH:11][CH:12]=[C:7]2[N:6]=[C:5]1[C:19]1[S:20][C:21]2[C:27]([N:28]3[CH2:33][CH2:32][O:31][CH2:30][CH2:29]3)=[CH:26][CH:25]=[C:24]([O:34][CH3:35])[C:22]=2[N:23]=1.Cl. (4) Given the product [CH3:29][C:24]1([CH3:30])[C:25]([CH3:28])([CH3:27])[O:26][B:22]([C:7]2[C:16]3[C:11](=[CH:12][CH:13]=[CH:14][CH:15]=3)[CH:10]=[CH:9][C:8]=2[CH3:17])[O:23]1, predict the reactants needed to synthesize it. The reactants are: BrCCBr.[Mg].Br[C:7]1[C:16]2[C:11](=[CH:12][CH:13]=[CH:14][CH:15]=2)[CH:10]=[CH:9][C:8]=1[CH3:17].C(O[B:22]1[O:26][C:25]([CH3:28])([CH3:27])[C:24]([CH3:30])([CH3:29])[O:23]1)(C)C. (5) Given the product [C:1]([O:5][C:6]([N:8]1[CH2:13][CH2:12][CH2:11][C@H:10]([C:14](=[O:16])[NH:48][C:45]2[CH:44]=[C:43]([C:49]3[CH:54]=[CH:53][CH:52]=[C:51]([NH:55][CH2:56][C:57]4[CH:62]=[CH:61][CH:60]=[C:59]([F:63])[CH:58]=4)[N:50]=3)[C:42]([Cl:41])=[CH:47][N:46]=2)[CH2:9]1)=[O:7])([CH3:2])([CH3:3])[CH3:4], predict the reactants needed to synthesize it. The reactants are: [C:1]([O:5][C:6]([N:8]1[CH2:13][CH2:12][CH2:11][C@H:10]([C:14]([OH:16])=O)[CH2:9]1)=[O:7])([CH3:4])([CH3:3])[CH3:2].CN(C(ON1N=NC2C=CC=NC1=2)=[N+](C)C)C.F[P-](F)(F)(F)(F)F.[Cl:41][C:42]1[C:43]([C:49]2[CH:54]=[CH:53][CH:52]=[C:51]([NH:55][CH2:56][C:57]3[CH:62]=[CH:61][CH:60]=[C:59]([F:63])[CH:58]=3)[N:50]=2)=[CH:44][C:45]([NH2:48])=[N:46][CH:47]=1.CCN(C(C)C)C(C)C. (6) Given the product [F:37][C:38]1[CH:46]=[CH:45][C:41]([C:42]([N:24]2[CH2:25][CH2:26][CH2:27][CH:22]([NH:21][C:19]([NH:18][C@H:17]3[CH2:16][O:15][C@@H:14]4[C@@H:10]([O:9][C:8]5[C:3]([CH3:2])=[N:4][CH:5]=[CH:6][CH:7]=5)[CH2:11][O:12][C@H:13]34)=[O:20])[CH2:23]2)=[O:43])=[CH:40][CH:39]=1, predict the reactants needed to synthesize it. The reactants are: Cl.[CH3:2][C:3]1[C:8]([O:9][C@@H:10]2[C@H:14]3[O:15][CH2:16][C@H:17]([NH:18][C:19]([NH:21][CH:22]4[CH2:27][CH2:26][CH2:25][NH:24][CH2:23]4)=[O:20])[C@H:13]3[O:12][CH2:11]2)=[CH:7][CH:6]=[CH:5][N:4]=1.C(N(CC)C(C)C)(C)C.[F:37][C:38]1[CH:46]=[CH:45][C:41]([C:42](Cl)=[O:43])=[CH:40][CH:39]=1. (7) Given the product [ClH:1].[CH:12]1([NH:11][C:9](=[O:10])[C:8]2[CH:17]=[CH:18][CH:19]=[C:6]([C@@H:4]3[CH2:5][C@H:3]3[NH:2][CH:38]3[CH2:33][CH2:34][O:36][CH2:40][CH2:39]3)[CH:7]=2)[CH2:16][CH2:15][CH2:14][CH2:13]1, predict the reactants needed to synthesize it. The reactants are: [ClH:1].[NH2:2][C@@H:3]1[CH2:5][C@H:4]1[C:6]1[CH:7]=[C:8]([CH:17]=[CH:18][CH:19]=1)[C:9]([NH:11][CH:12]1[CH2:16][CH2:15][CH2:14][CH2:13]1)=[O:10].C(OC(N[C@@H]1C[C@H]1C1C=[C:33]([CH:38]=[CH:39][CH:40]=1)[C:34]([O:36]C)=O)=O)(C)(C)C.C(=O)([O-])O.[Na+].